This data is from NCI-60 drug combinations with 297,098 pairs across 59 cell lines. The task is: Regression. Given two drug SMILES strings and cell line genomic features, predict the synergy score measuring deviation from expected non-interaction effect. Drug 1: C1CCN(CC1)CCOC2=CC=C(C=C2)C(=O)C3=C(SC4=C3C=CC(=C4)O)C5=CC=C(C=C5)O. Drug 2: CC(C1=C(C=CC(=C1Cl)F)Cl)OC2=C(N=CC(=C2)C3=CN(N=C3)C4CCNCC4)N. Cell line: 786-0. Synergy scores: CSS=-0.368, Synergy_ZIP=5.29, Synergy_Bliss=-0.206, Synergy_Loewe=-2.35, Synergy_HSA=-1.66.